Dataset: Forward reaction prediction with 1.9M reactions from USPTO patents (1976-2016). Task: Predict the product of the given reaction. Given the reactants [CH3:1][C:2]1[N:7]=[C:6]([N:8]2[CH2:13][CH2:12][C:11](=[CH:14][C:15]3[CH:19]=[C:18]([C:20]4[S:21][CH:22]=[CH:23][CH:24]=4)[N:17](CC4C=CC(OC)=CC=4)[N:16]=3)[CH2:10][CH2:9]2)[C:5]([N+:34]([O-:36])=[O:35])=[CH:4][CH:3]=1, predict the reaction product. The product is: [CH3:1][C:2]1[N:7]=[C:6]([N:8]2[CH2:9][CH2:10][C:11](=[CH:14][C:15]3[CH:19]=[C:18]([C:20]4[S:21][CH:22]=[CH:23][CH:24]=4)[NH:17][N:16]=3)[CH2:12][CH2:13]2)[C:5]([N+:34]([O-:36])=[O:35])=[CH:4][CH:3]=1.